This data is from Forward reaction prediction with 1.9M reactions from USPTO patents (1976-2016). The task is: Predict the product of the given reaction. Given the reactants [CH3:1][O:2][C:3]1[CH:8]=[CH:7][C:6]([CH:9]([NH:18][CH:19]([C:22]2[O:23][CH:24]=[CH:25][CH:26]=2)[CH:20]=O)[C:10]2[CH:15]=[CH:14][C:13]([O:16][CH3:17])=[CH:12][CH:11]=2)=[CH:5][CH:4]=1.[NH2:27][C@H:28]([C:33]([O:35][CH3:36])=[O:34])[CH2:29][CH:30]([CH3:32])[CH3:31].Cl.[BH-](OC(C)=O)(OC(C)=O)OC(C)=O.[Na+], predict the reaction product. The product is: [CH3:1][O:2][C:3]1[CH:8]=[CH:7][C:6]([CH:9]([NH:18][CH:19]([C:22]2[O:23][CH:24]=[CH:25][CH:26]=2)[CH2:20][NH:27][C@@H:28]([CH2:29][CH:30]([CH3:32])[CH3:31])[C:33]([O:35][CH3:36])=[O:34])[C:10]2[CH:15]=[CH:14][C:13]([O:16][CH3:17])=[CH:12][CH:11]=2)=[CH:5][CH:4]=1.